This data is from Forward reaction prediction with 1.9M reactions from USPTO patents (1976-2016). The task is: Predict the product of the given reaction. (1) Given the reactants C(OCC)(=O)C.[CH2:7]([O:14][C:15]1[CH:20]=[C:19]([C:21]([F:24])([F:23])[F:22])[CH:18]=[C:17]([N+:25]([O-])=O)[CH:16]=1)[C:8]1[CH:13]=[CH:12][CH:11]=[CH:10][CH:9]=1.[Cl-].[Ca+2].[Cl-].C(O)C, predict the reaction product. The product is: [CH2:7]([O:14][C:15]1[CH:16]=[C:17]([CH:18]=[C:19]([C:21]([F:22])([F:23])[F:24])[CH:20]=1)[NH2:25])[C:8]1[CH:9]=[CH:10][CH:11]=[CH:12][CH:13]=1. (2) Given the reactants [CH:1](NC(C)C)(C)C.[Li].[Br:9][C:10]1[CH:15]=[CH:14][C:13]([CH2:16][N:17]([CH2:28][C:29]([F:32])([F:31])[F:30])[S:18]([CH2:21][C:22]2[CH:27]=[CH:26][CH:25]=[CH:24][CH:23]=2)(=[O:20])=[O:19])=[C:12]([F:33])[CH:11]=1.IC, predict the reaction product. The product is: [Br:9][C:10]1[CH:15]=[CH:14][C:13]([CH2:16][N:17]([CH2:28][C:29]([F:30])([F:31])[F:32])[S:18]([CH:21]([C:22]2[CH:27]=[CH:26][CH:25]=[CH:24][CH:23]=2)[CH3:1])(=[O:20])=[O:19])=[C:12]([F:33])[CH:11]=1. (3) The product is: [CH3:1][O:2][C:3]1[CH:22]=[CH:21][C:6]([C:7]([NH:9][C:10]2[CH:11]=[C:12]([CH:17]=[CH:18][C:19]=2[NH:20][C:45](=[O:46])[C:44]2[CH:48]=[CH:49][C:41]([C:37]([CH3:39])([CH3:38])[CH3:40])=[CH:42][CH:43]=2)[C:13]([O:15][CH3:16])=[O:14])=[O:8])=[CH:5][CH:4]=1. Given the reactants [CH3:1][O:2][C:3]1[CH:22]=[CH:21][C:6]([C:7]([NH:9][C:10]2[CH:11]=[C:12]([CH:17]=[CH:18][C:19]=2[NH2:20])[C:13]([O:15][CH3:16])=[O:14])=[O:8])=[CH:5][CH:4]=1.C(#N)C.C(Cl)(Cl)Cl.C(N(CC)CC)C.[C:37]([C:41]1[CH:49]=[CH:48][C:44]([C:45](Cl)=[O:46])=[CH:43][CH:42]=1)([CH3:40])([CH3:39])[CH3:38], predict the reaction product. (4) Given the reactants [CH:1]([N:4]1[C:16]2[CH:15]=[C:14]([C:17]([OH:19])=O)[CH:13]=[CH:12][C:11]=2[C:10]2[C:5]1=[CH:6][CH:7]=[CH:8][CH:9]=2)([CH3:3])[CH3:2].C1N=CN(C(N2C=NC=C2)=O)C=1.C(=O)(O)O.[NH2:36][C:37]([NH2:39])=[NH:38], predict the reaction product. The product is: [NH2:38][C:37]([NH2:39])=[N:36][C:17]([C:14]1[CH:13]=[CH:12][C:11]2[C:10]3[C:5](=[CH:6][CH:7]=[CH:8][CH:9]=3)[N:4]([CH:1]([CH3:3])[CH3:2])[C:16]=2[CH:15]=1)=[O:19]. (5) Given the reactants [Cl:1][C:2]1[N:7]=[C:6]([C:8]2[N:12]([CH3:13])[N:11]=[CH:10][CH:9]=2)[C:5]([CH3:14])=[CH:4][N:3]=1.[C:15]([O:20][CH2:21][CH3:22])(=[O:19])C(C)=O.S(=O)(=O)(O)O.OO, predict the reaction product. The product is: [Cl:1][C:2]1[N:3]=[C:4]([C:15]([O:20][CH2:21][CH3:22])=[O:19])[C:5]([CH3:14])=[C:6]([C:8]2[N:12]([CH3:13])[N:11]=[CH:10][CH:9]=2)[N:7]=1. (6) Given the reactants C(OC([N:8]([CH2:13][C:14]1[CH:15]=[CH:16][C:17]([C:20]2[S:28][C:27]3[C:22](=[N:23][CH:24]=[CH:25][C:26]=3[O:29][C:30]3[CH:35]=[CH:34][C:33]([NH:36][CH:37]([C:42]([F:45])([F:44])[F:43])[CH2:38][C:39]([OH:41])=O)=[CH:32][C:31]=3[F:46])[CH:21]=2)=[N:18][CH:19]=1)[CH2:9][CH2:10][O:11][CH3:12])=O)(C)(C)C.[NH2:47][C:48]1[CH:53]=[CH:52][CH:51]=[CH:50][CH:49]=1.CCN(C(C)C)C(C)C.CN(C(ON1N=NC2C=CC=NC1=2)=[N+](C)C)C.F[P-](F)(F)(F)(F)F, predict the reaction product. The product is: [F:45][C:42]([F:43])([F:44])[CH:37]([NH:36][C:33]1[CH:34]=[CH:35][C:30]([O:29][C:26]2[CH:25]=[CH:24][N:23]=[C:22]3[CH:21]=[C:20]([C:17]4[CH:16]=[CH:15][C:14]([CH2:13][NH:8][CH2:9][CH2:10][O:11][CH3:12])=[CH:19][N:18]=4)[S:28][C:27]=23)=[C:31]([F:46])[CH:32]=1)[CH2:38][C:39]([NH:47][C:48]1[CH:53]=[CH:52][CH:51]=[CH:50][CH:49]=1)=[O:41].